From a dataset of Full USPTO retrosynthesis dataset with 1.9M reactions from patents (1976-2016). Predict the reactants needed to synthesize the given product. The reactants are: [F:1][C:2]([F:17])([F:16])[C:3]1[N:4]=[CH:5][N:6]([CH2:8][O:9][CH2:10][CH2:11][Si:12]([CH3:15])([CH3:14])[CH3:13])[CH:7]=1.C([Li])CCC.[O:23]1[CH2:28][CH2:27][C:26](=[O:29])[CH2:25][CH2:24]1. Given the product [F:17][C:2]([F:16])([F:1])[C:3]1[N:4]=[C:5]([C:26]2([OH:29])[CH2:27][CH2:28][O:23][CH2:24][CH2:25]2)[N:6]([CH2:8][O:9][CH2:10][CH2:11][Si:12]([CH3:13])([CH3:14])[CH3:15])[CH:7]=1, predict the reactants needed to synthesize it.